From a dataset of Peptide-MHC class I binding affinity with 185,985 pairs from IEDB/IMGT. Regression. Given a peptide amino acid sequence and an MHC pseudo amino acid sequence, predict their binding affinity value. This is MHC class I binding data. The peptide sequence is RTVSVMFFI. The MHC is HLA-B15:01 with pseudo-sequence HLA-B15:01. The binding affinity (normalized) is 0.0847.